Predict hERG channel inhibition at various concentrations. From a dataset of hERG Central: cardiac toxicity at 1µM, 10µM, and general inhibition. (1) The drug is CSc1ncc(CN2CCCC(C(=O)c3ccccc3SC)C2)cn1. Results: hERG_inhib (hERG inhibition (general)): blocker. (2) The drug is Cc1cccc(-n2nnnc2SCC(=O)NCC2(N3CCOCC3)CCCCC2)c1C. Results: hERG_inhib (hERG inhibition (general)): blocker. (3) Results: hERG_inhib (hERG inhibition (general)): blocker. The drug is COc1ccc(C(=O)C2CCCN(Cc3cccn3-c3ccccn3)C2)c(C)c1.